This data is from NCI-60 drug combinations with 297,098 pairs across 59 cell lines. The task is: Regression. Given two drug SMILES strings and cell line genomic features, predict the synergy score measuring deviation from expected non-interaction effect. (1) Drug 1: CC1=C(C=C(C=C1)NC(=O)C2=CC=C(C=C2)CN3CCN(CC3)C)NC4=NC=CC(=N4)C5=CN=CC=C5. Drug 2: CNC(=O)C1=NC=CC(=C1)OC2=CC=C(C=C2)NC(=O)NC3=CC(=C(C=C3)Cl)C(F)(F)F. Cell line: SK-MEL-28. Synergy scores: CSS=-0.0120, Synergy_ZIP=0.967, Synergy_Bliss=0.316, Synergy_Loewe=-1.30, Synergy_HSA=-1.16. (2) Drug 1: C1=CC(=CC=C1CCCC(=O)O)N(CCCl)CCCl. Drug 2: CC1=C2C(C(=O)C3(C(CC4C(C3C(C(C2(C)C)(CC1OC(=O)C(C(C5=CC=CC=C5)NC(=O)C6=CC=CC=C6)O)O)OC(=O)C7=CC=CC=C7)(CO4)OC(=O)C)O)C)OC(=O)C. Cell line: OVCAR-5. Synergy scores: CSS=41.9, Synergy_ZIP=-6.43, Synergy_Bliss=-7.67, Synergy_Loewe=-27.9, Synergy_HSA=-6.11. (3) Drug 1: CC12CCC(CC1=CCC3C2CCC4(C3CC=C4C5=CN=CC=C5)C)O. Drug 2: CN1C2=C(C=C(C=C2)N(CCCl)CCCl)N=C1CCCC(=O)O.Cl. Cell line: SNB-19. Synergy scores: CSS=0.958, Synergy_ZIP=-1.71, Synergy_Bliss=-1.66, Synergy_Loewe=-1.83, Synergy_HSA=-1.46. (4) Drug 1: CC1C(C(CC(O1)OC2CC(OC(C2O)C)OC3=CC4=CC5=C(C(=O)C(C(C5)C(C(=O)C(C(C)O)O)OC)OC6CC(C(C(O6)C)O)OC7CC(C(C(O7)C)O)OC8CC(C(C(O8)C)O)(C)O)C(=C4C(=C3C)O)O)O)O. Drug 2: COC1=NC(=NC2=C1N=CN2C3C(C(C(O3)CO)O)O)N. Cell line: ACHN. Synergy scores: CSS=22.4, Synergy_ZIP=12.9, Synergy_Bliss=25.9, Synergy_Loewe=-34.3, Synergy_HSA=1.70. (5) Drug 2: C1C(C(OC1N2C=NC(=NC2=O)N)CO)O. Synergy scores: CSS=14.4, Synergy_ZIP=-6.18, Synergy_Bliss=-11.4, Synergy_Loewe=-8.79, Synergy_HSA=-12.4. Drug 1: C1CN1P(=S)(N2CC2)N3CC3. Cell line: A498. (6) Drug 1: CCC1(CC2CC(C3=C(CCN(C2)C1)C4=CC=CC=C4N3)(C5=C(C=C6C(=C5)C78CCN9C7C(C=CC9)(C(C(C8N6C=O)(C(=O)OC)O)OC(=O)C)CC)OC)C(=O)OC)O.OS(=O)(=O)O. Drug 2: CC1=C2C(C(=O)C3(C(CC4C(C3C(C(C2(C)C)(CC1OC(=O)C(C(C5=CC=CC=C5)NC(=O)OC(C)(C)C)O)O)OC(=O)C6=CC=CC=C6)(CO4)OC(=O)C)O)C)O. Cell line: BT-549. Synergy scores: CSS=28.4, Synergy_ZIP=-0.818, Synergy_Bliss=-0.222, Synergy_Loewe=-0.311, Synergy_HSA=0.0276. (7) Drug 1: CCCCC(=O)OCC(=O)C1(CC(C2=C(C1)C(=C3C(=C2O)C(=O)C4=C(C3=O)C=CC=C4OC)O)OC5CC(C(C(O5)C)O)NC(=O)C(F)(F)F)O. Drug 2: C(CC(=O)O)C(=O)CN.Cl. Cell line: IGROV1. Synergy scores: CSS=14.2, Synergy_ZIP=-5.54, Synergy_Bliss=0.983, Synergy_Loewe=-2.19, Synergy_HSA=0.718. (8) Drug 1: CNC(=O)C1=CC=CC=C1SC2=CC3=C(C=C2)C(=NN3)C=CC4=CC=CC=N4. Drug 2: C1CCN(CC1)CCOC2=CC=C(C=C2)C(=O)C3=C(SC4=C3C=CC(=C4)O)C5=CC=C(C=C5)O. Cell line: RXF 393. Synergy scores: CSS=5.04, Synergy_ZIP=-1.41, Synergy_Bliss=0.157, Synergy_Loewe=0.351, Synergy_HSA=0.641. (9) Drug 1: CC(C1=C(C=CC(=C1Cl)F)Cl)OC2=C(N=CC(=C2)C3=CN(N=C3)C4CCNCC4)N. Drug 2: CCCS(=O)(=O)NC1=C(C(=C(C=C1)F)C(=O)C2=CNC3=C2C=C(C=N3)C4=CC=C(C=C4)Cl)F. Cell line: T-47D. Synergy scores: CSS=-1.34, Synergy_ZIP=3.27, Synergy_Bliss=5.33, Synergy_Loewe=2.36, Synergy_HSA=2.54.